Dataset: Full USPTO retrosynthesis dataset with 1.9M reactions from patents (1976-2016). Task: Predict the reactants needed to synthesize the given product. Given the product [CH:3]1([CH:3]2[CH2:8][CH2:7][CH2:6][CH2:5][CH2:4]2)[CH2:8][CH2:7][CH2:6][CH2:5][CH2:4]1, predict the reactants needed to synthesize it. The reactants are: [OH-].[K+].[C:3]1(=O)[CH2:8][CH2:7][CH2:6][CH2:5][CH2:4]1.